The task is: Predict the reactants needed to synthesize the given product.. This data is from Full USPTO retrosynthesis dataset with 1.9M reactions from patents (1976-2016). The reactants are: Br[C:2]1[CH:3]=[C:4]2[C:8](=[CH:9][CH:10]=1)[NH:7][N:6]=[C:5]2[C:11]([NH:13][CH3:14])=[O:12].CN1C[CH2:20][O:19][CH2:18]C1.C[OH:23]. Given the product [CH3:14][NH:13][C:11]([C:5]1[C:4]2[C:8](=[CH:9][CH:10]=[C:2]([C:18]([O:19][CH3:20])=[O:23])[CH:3]=2)[NH:7][N:6]=1)=[O:12], predict the reactants needed to synthesize it.